The task is: Predict which catalyst facilitates the given reaction.. This data is from Catalyst prediction with 721,799 reactions and 888 catalyst types from USPTO. Reactant: Cl.[CH3:2][NH:3][CH3:4].[F:5][C:6]1[CH:11]=[CH:10][CH:9]=[C:8](F)[N:7]=1.C(=O)([O-])[O-].[K+].[K+]. Product: [F:5][C:6]1[N:7]=[C:8]([N:3]([CH3:4])[CH3:2])[CH:9]=[CH:10][CH:11]=1. The catalyst class is: 10.